The task is: Predict the reaction yield, written as a fraction of the theoretical maximum amount of product (1.0 means a 100% yield; for example, 0.34 means a 34% yield).. This data is from Reaction yield outcomes from USPTO patents with 853,638 reactions. (1) The product is [CH3:24][N:25]1[C:26](=[O:47])[C:27]([NH:40][C:41]2[CH:46]=[N:45][CH:44]=[CH:43][N:42]=2)=[CH:28][C:29]([C:2]2[CH:7]=[CH:6][N:5]=[C:4]([N:8]3[C:20](=[O:21])[C:19]4[S:18][C:17]5[CH2:16][CH2:15][CH2:14][CH2:13][C:12]=5[C:11]=4[CH:10]=[N:9]3)[C:3]=2[CH:22]=[O:23])=[CH:30]1. The catalyst is O.C1C=CC(P(C2C=CC=CC=2)[C-]2C=CC=C2)=CC=1.C1C=CC(P(C2C=CC=CC=2)[C-]2C=CC=C2)=CC=1.Cl[Pd]Cl.[Fe+2].C(#N)C. The yield is 0.490. The reactants are Cl[C:2]1[CH:7]=[CH:6][N:5]=[C:4]([N:8]2[C:20](=[O:21])[C:19]3[S:18][C:17]4[CH2:16][CH2:15][CH2:14][CH2:13][C:12]=4[C:11]=3[CH:10]=[N:9]2)[C:3]=1[CH:22]=[O:23].[CH3:24][N:25]1[CH:30]=[C:29](B2OC(C)(C)C(C)(C)O2)[CH:28]=[C:27]([NH:40][C:41]2[CH:46]=[N:45][CH:44]=[CH:43][N:42]=2)[C:26]1=[O:47].[O-]P([O-])([O-])=O.[K+].[K+].[K+].O.O.O.C([O-])(=O)C.[Na+]. (2) No catalyst specified. The yield is 0.0900. The product is [ClH:1].[ClH:1].[ClH:1].[CH3:24][N:23]([CH2:22][C@H:19]1[CH2:20][CH2:21][C@H:16]([NH:15][C:5]2[C:4]3[C:9](=[CH:10][CH:11]=[C:2]([C:34]4[CH:35]=[C:36]5[CH:42]=[CH:41][NH:40][C:37]5=[N:38][CH:39]=4)[N:3]=3)[N:8]=[CH:7][C:6]=2[C:12](=[O:14])[CH3:13])[CH2:17][CH2:18]1)[CH3:25]. The reactants are [Cl:1][C:2]1[N:3]=[C:4]2[C:9](=[CH:10][CH:11]=1)[N:8]=[CH:7][C:6]([C:12](=[O:14])[CH3:13])=[C:5]2[NH:15][C@H:16]1[CH2:21][CH2:20][C@H:19]([CH2:22][N:23]([CH3:25])[CH3:24])[CH2:18][CH2:17]1.CC1(C)C(C)(C)OB([C:34]2[CH:35]=[C:36]3[CH:42]=[CH:41][NH:40][C:37]3=[N:38][CH:39]=2)O1.